This data is from Reaction yield outcomes from USPTO patents with 853,638 reactions. The task is: Predict the reaction yield, written as a fraction of the theoretical maximum amount of product (1.0 means a 100% yield; for example, 0.34 means a 34% yield). The reactants are [Cl:1][C:2]1[CH:7]=[CH:6][CH:5]=[CH:4][C:3]=1[N:8]1[C:12]([S:13][C:14]2[CH:15]=[N:16][CH:17]=[CH:18][CH:19]=2)=[CH:11][C:10]([C:20](OCC)=[O:21])=[N:9]1.[H-].C([Al+]CC(C)C)C(C)C.C1(C)C=CC=CC=1.O.O.O.O.O.O.O.O.O.O.[O-]S([O-])(=O)=O.[Na+].[Na+]. The catalyst is O1CCCC1. The product is [Cl:1][C:2]1[CH:7]=[CH:6][CH:5]=[CH:4][C:3]=1[N:8]1[C:12]([S:13][C:14]2[CH:15]=[N:16][CH:17]=[CH:18][CH:19]=2)=[CH:11][C:10]([CH:20]=[O:21])=[N:9]1. The yield is 0.610.